Dataset: Full USPTO retrosynthesis dataset with 1.9M reactions from patents (1976-2016). Task: Predict the reactants needed to synthesize the given product. (1) The reactants are: [N+:1]([O-:4])([OH:3])=[O:2].[CH3:5][O:6][C:7]1[CH:8]=[C:9]2[CH2:18][CH:17]([CH2:19][CH:20]3[CH2:25][CH2:24][N:23]([CH2:26][C:27]4[CH:28]=[CH:29][CH:30]=[CH:31][CH:32]=4)[CH2:22][CH2:21]3)[C:15](=[O:16])[C:10]2=[CH:11][C:12]=1[O:13][CH3:14]. Given the product [CH3:5][O:6][C:7]1[CH:8]=[C:9]2[CH2:18][CH:17]([CH2:19][CH:20]3[CH2:21][CH2:22][N:23]([CH2:26][C:27]4[CH:32]=[CH:31][CH:30]=[CH:29][CH:28]=4)[CH2:24][CH2:25]3)[C:15](=[O:16])[C:10]2=[CH:11][C:12]=1[O:13][CH3:14].[N+:1]([O-:4])([O-:3])=[O:2], predict the reactants needed to synthesize it. (2) Given the product [F:1][C:2]1[CH:7]=[CH:6][C:5]([S:8][CH:9]=[C:10]2[CH2:21][CH2:22][CH2:23][N:32]([CH3:31])[C:11]2=[N:13][C:14]2[CH:19]=[CH:18][C:17]([CH3:20])=[CH:16][CH:15]=2)=[CH:4][CH:3]=1, predict the reactants needed to synthesize it. The reactants are: [F:1][C:2]1[CH:7]=[CH:6][C:5]([S:8][CH:9]=[C:10]([CH2:21][CH2:22][CH2:23]O)[C:11]([NH:13][C:14]2[CH:19]=[CH:18][C:17]([CH3:20])=[CH:16][CH:15]=2)=O)=[CH:4][CH:3]=1.P(Cl)(Cl)(Cl)(Cl)Cl.[CH3:31][NH2:32]. (3) Given the product [CH2:7]([CH:25]([C:26]([OH:28])=[O:27])[CH2:24][C@@H:23]([C:29]([OH:31])=[O:30])[NH2:22])[C:1]1[CH:2]=[CH:3][CH:4]=[CH:5][CH:6]=1.[CH:1]12[CH2:7][CH:4]([CH2:5][CH2:6]1)[CH2:3][CH:2]2[CH2:8][CH:25]([C:26]([OH:28])=[O:27])[CH2:24][C@@H:23]([C:29]([OH:31])=[O:30])[NH2:22], predict the reactants needed to synthesize it. The reactants are: [CH:1]12[CH2:7][CH:4]([CH2:5][CH2:6]1)[CH2:3][CH:2]2[CH2:8]O.O.C1(C)C=CC(S(O)(=O)=O)=CC=1.[NH2:22][C@H:23]([C:29]([OH:31])=[O:30])[CH2:24][CH2:25][C:26]([OH:28])=[O:27]. (4) Given the product [CH2:1]([O:3][C:4](=[O:31])[CH2:5][C@H:6]1[C:14]2[C:9](=[CH:10][C:11]([O:15][CH2:16][CH2:17][C:18]3[N:19]=[C:20]([C:24]4[CH:29]=[CH:28][C:27]([C:49]5[CH:54]=[CH:53][C:52]([C:38]6[S:39][C:35]([C:32](=[O:34])[CH3:33])=[CH:36][CH:37]=6)=[CH:51][CH:50]=5)=[CH:26][CH:25]=4)[O:21][C:22]=3[CH3:23])=[CH:12][CH:13]=2)[CH2:8][CH2:7]1)[CH3:2], predict the reactants needed to synthesize it. The reactants are: [CH2:1]([O:3][C:4](=[O:31])[CH2:5][C@H:6]1[C:14]2[C:9](=[CH:10][C:11]([O:15][CH2:16][CH2:17][C:18]3[N:19]=[C:20]([C:24]4[CH:29]=[CH:28][C:27](Br)=[CH:26][CH:25]=4)[O:21][C:22]=3[CH3:23])=[CH:12][CH:13]=2)[CH2:8][CH2:7]1)[CH3:2].[C:32]([C:35]1[S:39][C:38](B(O)O)=[CH:37][CH:36]=1)(=[O:34])[CH3:33].C(=O)([O-])[O-].[Na+].[Na+].[C:49]1(C)[CH:54]=[CH:53][CH:52]=[CH:51][CH:50]=1. (5) Given the product [CH3:26][O:25][C:23]([C@@H:14]1[CH2:11][CH2:10][N:9]([C:23]([O:25][C:26]([CH3:27])([CH3:28])[CH3:29])=[O:24])[CH2:12]1)=[O:24], predict the reactants needed to synthesize it. The reactants are: C[Si](Cl)(C)C.C([N:9]([CH:12]([CH3:14])C)[CH2:10][CH3:11])(C)C.[C:23](O[C:23]([O:25][C:26]([CH3:29])([CH3:28])[CH3:27])=[O:24])([O:25][C:26]([CH3:29])([CH3:28])[CH3:27])=[O:24]. (6) Given the product [CH2:75]([NH:74][C:72]([N:69]1[CH2:68][CH2:67][CH:66]([S:63]([C:60]2[CH:61]=[CH:62][C:57]([CH2:56][CH2:55][NH:54][CH2:53][C@H:52]([OH:81])[CH2:51][O:50][C:49]3[CH:48]=[CH:47][C:46]([OH:45])=[CH:83][CH:82]=3)=[CH:58][CH:59]=2)(=[O:65])=[O:64])[CH2:71][CH2:70]1)=[O:73])[CH2:76][CH2:77][CH2:78][CH2:79][CH3:80], predict the reactants needed to synthesize it. The reactants are: NCCC1C=CC(S(C2CCN(C(NCCCCCC)=O)CC2)(=O)=O)=CC=1.[Si]([O:45][C:46]1[CH:83]=[CH:82][C:49]([O:50][CH2:51][C@@H:52]([OH:81])[CH2:53][NH:54][CH2:55][CH2:56][C:57]2[CH:62]=[CH:61][C:60]([S:63]([CH:66]3[CH2:71][CH2:70][N:69]([C:72]([NH:74][CH2:75][CH2:76][CH2:77][CH2:78][CH2:79][CH3:80])=[O:73])[CH2:68][CH2:67]3)(=[O:65])=[O:64])=[CH:59][CH:58]=2)=[CH:48][CH:47]=1)(C(C)(C)C)(C1C=CC=CC=1)C1C=CC=CC=1.C([Si](OC1C=CC(OCC2CO2)=CC=1)(C1C=CC=CC=1)C1C=CC=CC=1)(C)(C)C. (7) Given the product [C:7]([O:6][C:4]([C:3]1[C:2]([NH:1][C:48](=[O:49])[C:47]2[CH:51]=[C:43]([CH2:42][C:36]3[C:37](=[O:41])[C:38]([O:39][CH3:40])=[C:33]([O:32][CH3:31])[C:34](=[O:57])[C:35]=3[CH3:56])[CH:44]=[CH:45][C:46]=2[O:52][C:53](=[O:55])[CH3:54])=[N:14][CH:13]=[CH:12][CH:11]=1)=[O:5])([CH3:10])([CH3:8])[CH3:9], predict the reactants needed to synthesize it. The reactants are: [NH2:1][C:2]1[N:14]=[CH:13][CH:12]=[CH:11][C:3]=1[C:4]([O:6][C:7]([CH3:10])([CH3:9])[CH3:8])=[O:5].C(N(CC)CC)C.[Cl-].ClC1N(C)CC[NH+]1C.[CH3:31][O:32][C:33]1[C:34](=[O:57])[C:35]([CH3:56])=[C:36]([CH2:42][C:43]2[CH:44]=[CH:45][C:46]([O:52][C:53](=[O:55])[CH3:54])=[C:47]([CH:51]=2)[C:48](O)=[O:49])[C:37](=[O:41])[C:38]=1[O:39][CH3:40]. (8) Given the product [Cl:1]/[CH:2]=[CH:3]\[CH2:15][CH2:14][CH2:13][CH2:12][CH2:11][CH2:10][O:9][CH2:8][CH2:7][CH:6]([CH3:5])[CH2:18][CH2:19][CH:20]=[C:21]([CH3:22])[CH3:23], predict the reactants needed to synthesize it. The reactants are: [Cl:1]/[CH:2]=[CH:3]\Cl.[CH3:5][CH:6]([CH2:18][CH2:19][CH:20]=[C:21]([CH3:23])[CH3:22])[CH2:7][CH2:8][O:9][CH2:10][CH2:11][CH2:12][CH2:13][CH2:14][CH2:15]C=C.